Dataset: Forward reaction prediction with 1.9M reactions from USPTO patents (1976-2016). Task: Predict the product of the given reaction. (1) Given the reactants [CH3:1][O:2][C:3]([C:5]1[S:26][C:8]2=[C:9](Cl)[N:10]=[CH:11][C:12]([C:13]3[CH:14]=[C:15]([C:19]4[CH:24]=[CH:23][CH:22]=[CH:21][CH:20]=4)[CH:16]=[CH:17][CH:18]=3)=[C:7]2[CH:6]=1)=[O:4].C(=[NH:40])(C1C=CC=CC=1)C1C=CC=CC=1.C(=O)([O-])[O-].[Cs+].[Cs+].C1(P(C2C=CC=CC=2)C2C3OC4C(=CC=CC=4P(C4C=CC=CC=4)C4C=CC=CC=4)C(C)(C)C=3C=CC=2)C=CC=CC=1, predict the reaction product. The product is: [CH3:1][O:2][C:3]([C:5]1[S:26][C:8]2=[C:9]([NH2:40])[N:10]=[CH:11][C:12]([C:13]3[CH:14]=[C:15]([C:19]4[CH:24]=[CH:23][CH:22]=[CH:21][CH:20]=4)[CH:16]=[CH:17][CH:18]=3)=[C:7]2[CH:6]=1)=[O:4]. (2) Given the reactants [OH:1][C:2]1[CH:3]=[C:4]([CH:7]=[C:8]([OH:10])[CH:9]=1)[C:5]#[N:6].Br[C:12]1[C:13](=[O:31])[N:14]([CH2:22][C:23]2[CH:28]=[CH:27][C:26]([O:29][CH3:30])=[CH:25][CH:24]=2)[CH:15]=[N:16][C:17]=1[C:18]([F:21])([F:20])[F:19].C(=O)([O-])[O-].[K+].[K+], predict the reaction product. The product is: [OH:1][C:2]1[CH:3]=[C:4]([CH:7]=[C:8]([O:10][C:12]2[C:13](=[O:31])[N:14]([CH2:22][C:23]3[CH:24]=[CH:25][C:26]([O:29][CH3:30])=[CH:27][CH:28]=3)[CH:15]=[N:16][C:17]=2[C:18]([F:21])([F:20])[F:19])[CH:9]=1)[C:5]#[N:6]. (3) Given the reactants [Cl:1][C:2]1[CH:3]=[C:4]([C@H:9]([CH2:21][CH:22]=O)[CH2:10][N:11]([CH3:20])[C:12](=[O:19])[C:13]2[CH:18]=[CH:17][CH:16]=[CH:15][CH:14]=2)[CH:5]=[CH:6][C:7]=1[Cl:8].[N:24]1([CH:31]2[CH2:36][CH2:35][NH:34][CH2:33][CH2:32]2)[CH2:29][CH2:28][CH2:27][CH2:26][C:25]1=[O:30].C(O)(=O)C.C([BH3-])#N.[Na+], predict the reaction product. The product is: [Cl:1][C:2]1[CH:3]=[C:4]([C@H:9]([CH2:21][CH2:22][N:34]2[CH2:33][CH2:32][CH:31]([N:24]3[CH2:29][CH2:28][CH2:27][CH2:26][C:25]3=[O:30])[CH2:36][CH2:35]2)[CH2:10][N:11]([CH3:20])[C:12](=[O:19])[C:13]2[CH:14]=[CH:15][CH:16]=[CH:17][CH:18]=2)[CH:5]=[CH:6][C:7]=1[Cl:8]. (4) Given the reactants Br[C:2]1[CH:7]=[CH:6][C:5]([C@H:8]([O:14][Si:15]([C:18]([CH3:21])([CH3:20])[CH3:19])([CH3:17])[CH3:16])[CH2:9][CH2:10][CH2:11][CH2:12][CH3:13])=[CH:4][CH:3]=1.[Mg].II.BrCCBr.[Cl-].[Li+].C[Si](Cl)(C)C.[C:36]([CH2:40][CH2:41][CH2:42][CH2:43][CH2:44][CH2:45][C:46]1[C:47](=[O:51])[CH2:48][CH2:49][CH:50]=1)([O:38][CH3:39])=[O:37].Cl, predict the reaction product. The product is: [Si:15]([O:14][C@@H:8]([C:5]1[CH:6]=[CH:7][C:2]([CH:50]2[CH2:49][CH2:48][C:47](=[O:51])[CH:46]2[CH2:45][CH2:44][CH2:43][CH2:42][CH2:41][CH2:40][C:36]([O:38][CH3:39])=[O:37])=[CH:3][CH:4]=1)[CH2:9][CH2:10][CH2:11][CH2:12][CH3:13])([C:18]([CH3:21])([CH3:20])[CH3:19])([CH3:17])[CH3:16].